The task is: Predict the reactants needed to synthesize the given product.. This data is from Full USPTO retrosynthesis dataset with 1.9M reactions from patents (1976-2016). (1) Given the product [Cl:20][C:21]1[CH:22]=[CH:23][C:24]([S:27]([C:30]([C:31]#[N:32])=[CH:1][C:3]2[C:11]3[C:6](=[CH:7][CH:8]=[CH:9][CH:10]=3)[NH:5][C:4]=2[C:12]2[CH:19]=[CH:18][C:15]([C:16]#[N:17])=[CH:14][CH:13]=2)(=[O:28])=[O:29])=[CH:25][CH:26]=1, predict the reactants needed to synthesize it. The reactants are: [CH:1]([C:3]1[C:11]2[C:6](=[CH:7][CH:8]=[CH:9][CH:10]=2)[NH:5][C:4]=1[C:12]1[CH:19]=[CH:18][C:15]([C:16]#[N:17])=[CH:14][CH:13]=1)=O.[Cl:20][C:21]1[CH:26]=[CH:25][C:24]([S:27]([CH2:30][C:31]#[N:32])(=[O:29])=[O:28])=[CH:23][CH:22]=1. (2) Given the product [NH:8]1[CH2:13][CH2:12][CH:11]([C:14]2[N:15]=[C:16]([N:21]3[CH2:22][CH2:23][CH2:24][CH2:25][CH2:26]3)[N:17]=[C:18]([OH:20])[CH:19]=2)[CH2:10][CH2:9]1.[ClH:27], predict the reactants needed to synthesize it. The reactants are: C(OC([N:8]1[CH2:13][CH2:12][CH:11]([C:14]2[CH:19]=[C:18]([OH:20])[N:17]=[C:16]([N:21]3[CH2:26][CH2:25][CH2:24][CH2:23][CH2:22]3)[N:15]=2)[CH2:10][CH2:9]1)=O)(C)(C)C.[ClH:27]. (3) The reactants are: [Br:1][C:2]1[CH:3]=[CH:4][C:5](F)=[N:6][CH:7]=1.[NH:9]1[CH2:14][CH2:13][NH:12][CH2:11][C:10]1=[O:15].C([O-])([O-])=O.[K+].[K+].O. Given the product [Br:1][C:2]1[CH:3]=[CH:4][C:5]([N:12]2[CH2:13][CH2:14][NH:9][C:10](=[O:15])[CH2:11]2)=[N:6][CH:7]=1, predict the reactants needed to synthesize it. (4) Given the product [CH:1]1([C:4]2[N:5]=[C:6]([C:9]3([CH2:12][NH2:13])[CH2:10][CH2:11]3)[S:7][CH:8]=2)[CH2:3][CH2:2]1, predict the reactants needed to synthesize it. The reactants are: [CH:1]1([C:4]2[N:5]=[C:6]([C:9]3([C:12]#[N:13])[CH2:11][CH2:10]3)[S:7][CH:8]=2)[CH2:3][CH2:2]1.[H-].[Al+3].[Li+].[H-].[H-].[H-]. (5) Given the product [C:1]([C:3]1[CH:4]=[CH:5][C:6]([CH2:9][CH2:10][C:11]2[N:15]([CH3:16])[C:14]3[CH:17]=[CH:18][C:19]([N:21]([CH2:22][C:23]4[C:32]5[C:27](=[CH:28][CH:29]=[CH:30][CH:31]=5)[CH:26]=[CH:25][CH:24]=4)[C:41]([NH:40][CH2:33][C:34]4[CH:39]=[CH:38][CH:37]=[CH:36][CH:35]=4)=[O:42])=[CH:20][C:13]=3[N:12]=2)=[CH:7][CH:8]=1)#[N:2], predict the reactants needed to synthesize it. The reactants are: [C:1]([C:3]1[CH:8]=[CH:7][C:6]([CH2:9][CH2:10][C:11]2[N:15]([CH3:16])[C:14]3[CH:17]=[CH:18][C:19]([NH:21][CH2:22][C:23]4[C:32]5[C:27](=[CH:28][CH:29]=[CH:30][CH:31]=5)[CH:26]=[CH:25][CH:24]=4)=[CH:20][C:13]=3[N:12]=2)=[CH:5][CH:4]=1)#[N:2].[CH2:33]([N:40]=[C:41]=[O:42])[C:34]1[CH:39]=[CH:38][CH:37]=[CH:36][CH:35]=1. (6) The reactants are: [CH:1]1([N:4]([CH2:37][C:38]2[CH:43]=[CH:42][N:41]=[CH:40][CH:39]=2)[C:5](=[O:36])[CH:6]([CH2:16][C:17]2[CH:22]=[CH:21][C:20]([O:23][CH2:24][CH2:25][O:26][C:27]3[C:32]([Cl:33])=[CH:31][C:30]([CH3:34])=[CH:29][C:28]=3[Cl:35])=[CH:19][CH:18]=2)[CH2:7][NH:8]C(=O)OC(C)(C)C)[CH2:3][CH2:2]1.Cl. Given the product [NH2:8][CH2:7][CH:6]([CH2:16][C:17]1[CH:18]=[CH:19][C:20]([O:23][CH2:24][CH2:25][O:26][C:27]2[C:32]([Cl:33])=[CH:31][C:30]([CH3:34])=[CH:29][C:28]=2[Cl:35])=[CH:21][CH:22]=1)[C:5]([N:4]([CH:1]1[CH2:2][CH2:3]1)[CH2:37][C:38]1[CH:39]=[CH:40][N:41]=[CH:42][CH:43]=1)=[O:36], predict the reactants needed to synthesize it. (7) Given the product [C:39]([C:2]1[N:7]=[CH:6][C:5]([N:8]([CH3:25])[C:9](=[O:24])[C:10]2[CH:15]=[C:14]([C:16]([F:19])([F:17])[F:18])[CH:13]=[C:12]([C:20]([F:23])([F:22])[F:21])[CH:11]=2)=[C:4]([C:26]2[CH:31]=[CH:30][CH:29]=[CH:28][C:27]=2[CH3:32])[CH:3]=1)#[N:40], predict the reactants needed to synthesize it. The reactants are: Cl[C:2]1[N:7]=[CH:6][C:5]([N:8]([CH3:25])[C:9](=[O:24])[C:10]2[CH:15]=[C:14]([C:16]([F:19])([F:18])[F:17])[CH:13]=[C:12]([C:20]([F:23])([F:22])[F:21])[CH:11]=2)=[C:4]([C:26]2[CH:31]=[CH:30][CH:29]=[CH:28][C:27]=2[CH3:32])[CH:3]=1.CCOC(C)=O.[CH3:39][N:40](C=O)C. (8) Given the product [N:1]1([CH2:10][C:11]2[N:15]3[CH2:16][CH2:17][O:18][C:19]4[CH:24]=[CH:23][C:22]([C:59]#[C:58][C:56]([OH:60])([CH3:57])[CH3:55])=[CH:21][C:20]=4[C:14]3=[N:13][C:12]=2[C:26]([NH2:28])=[O:27])[C:5]2[CH:6]=[CH:7][CH:8]=[CH:9][C:4]=2[N:3]=[CH:2]1, predict the reactants needed to synthesize it. The reactants are: [N:1]1([CH2:10][C:11]2[N:15]3[CH2:16][CH2:17][O:18][C:19]4[CH:24]=[CH:23][C:22](Br)=[CH:21][C:20]=4[C:14]3=[N:13][C:12]=2[C:26]([NH2:28])=[O:27])[C:5]2[CH:6]=[CH:7][CH:8]=[CH:9][C:4]=2[N:3]=[CH:2]1.N1C(C(N)=O)=CN2C=1C1C=CC=CC=1OCC2.N1C2C=CC=CC=2NC=1.[CH3:55][C:56]([OH:60])([C:58]#[CH:59])[CH3:57]. (9) Given the product [C:16]1([CH3:21])[CH:17]=[CH:18][CH:19]=[CH:20][C:15]=1[C@H:11]1[CH2:12][CH2:13][CH2:14][C@H:10]1[NH2:9], predict the reactants needed to synthesize it. The reactants are: C1([C@H]([NH:9][C@@H:10]2[CH2:14][CH2:13][CH2:12][C@@H:11]2[C:15]2[CH:20]=[CH:19][CH:18]=[CH:17][C:16]=2[CH3:21])C)C=CC=CC=1.C(O)(=O)C. (10) Given the product [CH3:15][O:16][C:2]1[C:7]([C:8]([O:10][CH3:11])=[O:9])=[CH:6][N:5]=[C:4]([S:13][CH3:14])[N:3]=1.[CH3:15][O:16][C:2]1[C:7]([C:8]([O:10][CH2:11][CH3:12])=[O:9])=[CH:6][N:5]=[C:4]([S:13][CH3:14])[N:3]=1, predict the reactants needed to synthesize it. The reactants are: Cl[C:2]1[C:7]([C:8]([O:10][CH2:11][CH3:12])=[O:9])=[CH:6][N:5]=[C:4]([S:13][CH3:14])[N:3]=1.[CH3:15][O-:16].[Na+].